From a dataset of Reaction yield outcomes from USPTO patents with 853,638 reactions. Predict the reaction yield, written as a fraction of the theoretical maximum amount of product (1.0 means a 100% yield; for example, 0.34 means a 34% yield). The reactants are C([Li])CCC.Br[C:7]1[CH:11]=[CH:10][S:9][C:8]=1[CH:12]1[O:16]CCO1.[B:17]([O-])([O-:23])[O:18]CCCC.Cl. The catalyst is CCCCCC.CCOCC. The product is [CH:12]([C:8]1[S:9][CH:10]=[CH:11][C:7]=1[B:17]([OH:23])[OH:18])=[O:16]. The yield is 0.500.